The task is: Predict the reaction yield, written as a fraction of the theoretical maximum amount of product (1.0 means a 100% yield; for example, 0.34 means a 34% yield).. This data is from Reaction yield outcomes from USPTO patents with 853,638 reactions. (1) No catalyst specified. The yield is 0.340. The product is [Cl:1][C:2]1[CH:3]=[C:4]2[C:8](=[C:9]([NH:11][CH:12]3[CH2:16][CH2:15][CH2:14][CH2:13]3)[CH:10]=1)[NH:7][C:6]([C:17]1[S:18][CH2:19][C@@H:20]([CH2:22][C:23]([NH:26][CH2:27][CH2:28][N:29]3[CH2:34][CH2:33][O:32][CH2:31][CH2:30]3)=[O:25])[N:21]=1)=[CH:5]2. The reactants are [Cl:1][C:2]1[CH:3]=[C:4]2[C:8](=[C:9]([NH:11][CH:12]3[CH2:16][CH2:15][CH2:14][CH2:13]3)[CH:10]=1)[NH:7][C:6]([C:17]1[S:18][CH2:19][C@@H:20]([CH2:22][C:23]([OH:25])=O)[N:21]=1)=[CH:5]2.[NH2:26][CH2:27][CH2:28][N:29]1[CH2:34][CH2:33][O:32][CH2:31][CH2:30]1. (2) The reactants are [Cl:1][C:2]1[CH:3]=[C:4]([NH:16][C:17]2[N:22]=[CH:21][N:20]=[C:19]([NH:23]NC3C=CC=CC=3)[CH:18]=2)[CH:5]=[CH:6][C:7]=1[O:8][CH2:9][C:10]1[CH:15]=[CH:14][CH:13]=[CH:12][N:11]=1.Cl.[CH3:32][N:33]([CH3:40])[CH2:34]/[CH:35]=[CH:36]/[C:37](Cl)=[O:38].C(=O)(O)[O-].[Na+]. The catalyst is CN1CCCC1=O.C(#N)C. The product is [Cl:1][C:2]1[CH:3]=[C:4]([NH:16][C:17]2[N:22]=[CH:21][N:20]=[C:19]([NH:23][C:2]3[CH:3]=[C:4]([NH:16][C:37](=[O:38])/[CH:36]=[CH:35]/[CH2:34][N:33]([CH3:40])[CH3:32])[CH:5]=[CH:6][CH:7]=3)[CH:18]=2)[CH:5]=[CH:6][C:7]=1[O:8][CH2:9][C:10]1[CH:15]=[CH:14][CH:13]=[CH:12][N:11]=1. The yield is 0.0640. (3) The reactants are P([O-])([O-])([O-])=O.[Na+].[Na+].[Na+].O=C[C@@H]([C@H]([C@@H]([C@@H](CO)O)O)O)O.Br[CH2:22][C:23]([C:25]1[CH:30]=[CH:29][C:28]([C:31]#[N:32])=[CH:27][CH:26]=1)=[O:24].CC([O-])(C)C.[Na+]. The catalyst is CS(C)=O. The product is [O:24]1[CH2:22][C@@H:23]1[C:25]1[CH:30]=[CH:29][C:28]([C:31]#[N:32])=[CH:27][CH:26]=1. The yield is 0.900. (4) The reactants are Br[C:2]1[CH:6]=[C:5]([C:7]#[C:8][C:9]([CH3:12])([CH3:11])[CH3:10])[S:4][C:3]=1[C:13]([O:15][CH3:16])=[O:14].C(=O)([O-])[O-].[Cs+].[Cs+].[NH2:23][C@H:24]1[CH2:29][CH2:28][CH2:27][N:26]([CH3:30])[C:25]1=[O:31]. The catalyst is C1(C)C=CC=CC=1.C([O-])(=O)C.[Pd+2].C([O-])(=O)C. The product is [CH3:10][C:9]([CH3:12])([CH3:11])[C:8]#[C:7][C:5]1[S:4][C:3]([C:13]([O:15][CH3:16])=[O:14])=[C:2]([NH:23][C@H:24]2[CH2:29][CH2:28][CH2:27][N:26]([CH3:30])[C:25]2=[O:31])[CH:6]=1. The yield is 0.450. (5) The catalyst is ClCCl.C(OCC)C. The reactants are C(OC(=O)[NH:7][CH2:8][CH2:9][CH2:10][N:11]1[C:15]([C:16]2[CH:25]=[CH:24][C:23]3[C:18](=[CH:19][CH:20]=[CH:21][CH:22]=3)[CH:17]=2)=[N:14][N:13]=[C:12]1[S:26][CH2:27][CH2:28][C:29]1[C:37]2[C:32](=[CH:33][CH:34]=[CH:35][CH:36]=2)[NH:31][CH:30]=1)(C)(C)C.CO.[ClH:41]. The yield is 0.940. The product is [ClH:41].[NH:31]1[C:32]2[C:37](=[CH:36][CH:35]=[CH:34][CH:33]=2)[C:29]([CH2:28][CH2:27][S:26][C:12]2[N:11]([CH2:10][CH2:9][CH2:8][NH2:7])[C:15]([C:16]3[CH:25]=[CH:24][C:23]4[C:18](=[CH:19][CH:20]=[CH:21][CH:22]=4)[CH:17]=3)=[N:14][N:13]=2)=[CH:30]1. (6) The reactants are [CH:1]1([CH2:6][C@H:7]([CH2:19][OH:20])[C:8]([NH:10][O:11][CH2:12][C:13]2[CH:18]=[CH:17][CH:16]=[CH:15][CH:14]=2)=O)[CH2:5][CH2:4][CH2:3][CH2:2]1.C1(P(C2C=CC=CC=2)C2C=CC=CC=2)C=CC=CC=1.N(C(OC(C)C)=O)=NC(OC(C)C)=O. The catalyst is C1COCC1. The product is [CH:1]1([CH2:6][C@@H:7]2[CH2:8][N:10]([O:11][CH2:12][C:13]3[CH:18]=[CH:17][CH:16]=[CH:15][CH:14]=3)[C:19]2=[O:20])[CH2:5][CH2:4][CH2:3][CH2:2]1. The yield is 0.810. (7) The reactants are [F:1][C:2]([F:24])([F:23])[CH:3]([C:14]1[CH:19]=[C:18]([Cl:20])[C:17]([Cl:21])=[C:16]([Cl:22])[CH:15]=1)/[CH:4]=[CH:5]/[C:6]1[CH:11]=[CH:10][C:9]([O:12][NH2:13])=[CH:8][CH:7]=1.CCN=C=NCCCN(C)C.Cl.C1C=CC2N(O)N=NC=2C=1.CCN(C(C)C)C(C)C.[CH:56]1([C:59](O)=[O:60])[CH2:58][CH2:57]1. The catalyst is C(Cl)Cl.O. The product is [F:24][C:2]([F:1])([F:23])[CH:3]([C:14]1[CH:15]=[C:16]([Cl:22])[C:17]([Cl:21])=[C:18]([Cl:20])[CH:19]=1)/[CH:4]=[CH:5]/[C:6]1[CH:11]=[CH:10][C:9]([O:12][NH:13][C:59]([CH:56]2[CH2:58][CH2:57]2)=[O:60])=[CH:8][CH:7]=1. The yield is 0.340.